From a dataset of Catalyst prediction with 721,799 reactions and 888 catalyst types from USPTO. Predict which catalyst facilitates the given reaction. (1) Reactant: [C:1](Cl)(=[O:3])[CH3:2].[CH2:5]([O:11][C:12]1[CH:17]=[CH:16][CH:15]=[CH:14][C:13]=1[OH:18])[CH2:6][CH2:7][CH2:8][CH2:9][CH3:10].N1C=CC=CC=1. Product: [C:1]([O:18][C:13]1[CH:14]=[CH:15][CH:16]=[CH:17][C:12]=1[O:11][CH2:5][CH2:6][CH2:7][CH2:8][CH2:9][CH3:10])(=[O:3])[CH3:2]. The catalyst class is: 4. (2) Reactant: C[N:2]1[CH2:15][CH2:14][C:12]2=[C:13]3[C:8](=[CH:9][CH:10]=[CH:11]2)[CH:7]2[CH2:16][CH2:17][CH2:18][CH:6]2[N:5]3[CH2:4][CH2:3]1.ClC(OC(Cl)C)=O. Product: [CH2:4]1[N:5]2[C:13]3[C:8]([CH:7]4[CH2:16][CH2:17][CH2:18][CH:6]42)=[CH:9][CH:10]=[CH:11][C:12]=3[CH2:14][CH2:15][NH:2][CH2:3]1. The catalyst class is: 68.